This data is from Catalyst prediction with 721,799 reactions and 888 catalyst types from USPTO. The task is: Predict which catalyst facilitates the given reaction. (1) Reactant: FC(F)(F)C(O)=O.[CH2:8]([O:12][C:13]1[N:21]=[C:20]2[C:16]([N:17]=[C:18]([O:22][CH3:23])[NH:19]2)=[C:15]([NH2:24])[N:14]=1)[CH2:9][CH2:10][CH3:11].C(=O)([O-])[O-].[K+].[K+].[Br:31][CH2:32][CH2:33][CH2:34]Br. Product: [Br:31][CH2:32][CH2:33][CH2:34][N:19]1[C:18]([O:22][CH3:23])=[N:17][C:16]2[C:20]1=[N:21][C:13]([O:12][CH2:8][CH2:9][CH2:10][CH3:11])=[N:14][C:15]=2[NH2:24]. The catalyst class is: 9. (2) Reactant: [H-].[Na+].Cl[CH2:4][CH2:5][NH:6][C:7]([NH:9][C:10]1[CH:15]=[CH:14][N:13]=[CH:12][CH:11]=1)=[O:8]. Product: [N:13]1[CH:14]=[CH:15][C:10]([N:9]2[CH2:4][CH2:5][NH:6][C:7]2=[O:8])=[CH:11][CH:12]=1. The catalyst class is: 1. (3) Reactant: C[O:2][C:3]([CH:5]1[C:11]2[CH:12]=[CH:13][CH:14]=[CH:15][C:10]=2[C:9]2[CH:16]=[CH:17][CH:18]=[CH:19][C:8]=2[C:7](=[O:20])[NH:6]1)=O.[Li+].[BH4-]. The catalyst class is: 5. Product: [OH:2][CH2:3][CH:5]1[NH:6][C:7](=[O:20])[C:8]2[CH:19]=[CH:18][CH:17]=[CH:16][C:9]=2[C:10]2[CH:15]=[CH:14][CH:13]=[CH:12][C:11]1=2. (4) Reactant: [OH-].[Na+].C(O)C.C([O:8][C:9](=[O:23])[CH2:10][C:11]1[C:20]2[C:15](=[CH:16][CH:17]=[C:18]([O:21][CH3:22])[CH:19]=2)[CH:14]=[CH:13][CH:12]=1)C. Product: [CH3:22][O:21][C:18]1[CH:19]=[C:20]2[C:15]([CH:14]=[CH:13][CH:12]=[C:11]2[CH2:10][C:9]([OH:23])=[O:8])=[CH:16][CH:17]=1. The catalyst class is: 6. (5) Reactant: [N+](C1C=CC(O[C:11](=[O:25])[NH:12][C@@H:13]2[CH2:17][CH2:16][N:15]([CH2:18][C:19]3[CH:24]=[CH:23][CH:22]=[CH:21][CH:20]=3)[CH2:14]2)=CC=1)([O-])=O.[C:26]([NH:33][C@@H:34]1[CH2:38][CH2:37][NH:36][CH2:35]1)([O:28][C:29]([CH3:32])([CH3:31])[CH3:30])=[O:27].[N-]=C=O. Product: [C:29]([O:28][C:26](=[O:27])[NH:33][C@@H:34]1[CH2:38][CH2:37][N:36]([C:11](=[O:25])[NH:12][C@@H:13]2[CH2:17][CH2:16][N:15]([CH2:18][C:19]3[CH:20]=[CH:21][CH:22]=[CH:23][CH:24]=3)[CH2:14]2)[CH2:35]1)([CH3:32])([CH3:30])[CH3:31]. The catalyst class is: 100.